This data is from Forward reaction prediction with 1.9M reactions from USPTO patents (1976-2016). The task is: Predict the product of the given reaction. (1) Given the reactants Cl.[CH3:2][S:3]([C:6]1[CH:7]=[C:8]([CH:10]=[CH:11][CH:12]=1)[NH2:9])(=[O:5])=[O:4].CCN(C(C)C)C(C)C.[Cl:22][C:23]1[N:28]=[C:27](Cl)[N:26]=[CH:25][N:24]=1, predict the reaction product. The product is: [Cl:22][C:23]1[N:28]=[CH:27][N:26]=[C:25]([NH:9][C:8]2[CH:10]=[CH:11][CH:12]=[C:6]([S:3]([CH3:2])(=[O:4])=[O:5])[CH:7]=2)[N:24]=1. (2) The product is: [CH3:1][C:2]1[CH:7]=[CH:6][N:5]=[CH:4][C:3]=1[NH:8][C:14](=[O:15])[O:13][C:10]([CH3:12])([CH3:11])[CH3:9]. Given the reactants [CH3:1][C:2]1[CH:7]=[CH:6][N:5]=[CH:4][C:3]=1[NH2:8].[CH3:9][C:10]([O:13][C:14](O[C:14]([O:13][C:10]([CH3:12])([CH3:11])[CH3:9])=[O:15])=[O:15])([CH3:12])[CH3:11], predict the reaction product. (3) Given the reactants [CH2:1]([O:8][C:9](=[O:31])[C@@H:10]([NH:18][C:19](=[O:30])[C@@H:20]([NH:22]C(OC(C)(C)C)=O)[CH3:21])[CH2:11][C:12]1[CH:17]=[CH:16][CH:15]=[CH:14][CH:13]=1)[C:2]1[CH:7]=[CH:6][CH:5]=[CH:4][CH:3]=1.FC(F)(F)C(O)=O.C(N(CC)C(C)C)(C)C.[CH2:48]1[C:56]2[C:51](=[CH:52][CH:53]=[CH:54][CH:55]=2)[CH2:50][CH:49]1[C:57]([OH:59])=O.CN(C(ON1N=NC2C=CC=NC1=2)=[N+](C)C)C.F[P-](F)(F)(F)(F)F, predict the reaction product. The product is: [CH2:1]([O:8][C:9](=[O:31])[C@@H:10]([NH:18][C:19](=[O:30])[C@@H:20]([NH:22][C:57]([CH:49]1[CH2:48][C:56]2[C:51](=[CH:52][CH:53]=[CH:54][CH:55]=2)[CH2:50]1)=[O:59])[CH3:21])[CH2:11][C:12]1[CH:13]=[CH:14][CH:15]=[CH:16][CH:17]=1)[C:2]1[CH:3]=[CH:4][CH:5]=[CH:6][CH:7]=1. (4) Given the reactants C[O:2][C:3]([C:5]1[S:6][C:7]([CH2:10][CH:11]([C:22]2[CH:27]=[CH:26][C:25]([C:28]([CH3:31])([CH3:30])[CH3:29])=[CH:24][CH:23]=2)[C:12](=[O:21])[NH:13][C:14]2[CH:19]=[CH:18][C:17]([I:20])=[CH:16][CH:15]=2)=[CH:8][CH:9]=1)=[O:4].O.[OH-].[Na+], predict the reaction product. The product is: [C:28]([C:25]1[CH:24]=[CH:23][C:22]([CH:11]([C:12](=[O:21])[NH:13][C:14]2[CH:15]=[CH:16][C:17]([I:20])=[CH:18][CH:19]=2)[CH2:10][C:7]2[S:6][C:5]([C:3]([OH:4])=[O:2])=[CH:9][CH:8]=2)=[CH:27][CH:26]=1)([CH3:31])([CH3:29])[CH3:30].